Dataset: Drug-target binding data from BindingDB using Kd measurements. Task: Regression. Given a target protein amino acid sequence and a drug SMILES string, predict the binding affinity score between them. We predict pKd (pKd = -log10(Kd in M); higher means stronger binding). Dataset: bindingdb_kd. (1) The pKd is 7.3. The target protein sequence is MRPSGTAGAALLALLAALCPASRALEEKKVCQGTSNKLTQLGTFEDHFLSLQRMFNNCEVVLGNLEITYVQRNYDLSFLKTIQEVAGYVLIALNTVERIPLENLQIIRGNMYYENSYALAVLSNYDANKTGLKELPMRNLQEILHGAVRFSNNPALCNVESIQWRDIVSSDFLSNMSMDFQNHLGSCQKCDPSCPNGSCWGAGEENCQKLTKIICAQQCSGRCRGKSPSDCCHNQCAAGCTGPRESDCLVCRKFRDEATCKDTCPPLMLYNPTTYQMDVNPEGKYSFGATCVKKCPRNYVVTDHGSCVRACGADSYEMEEDGVRKCKKCEGPCRKVCNGIGIGEFKDSLSINATNIKHFKNCTSISGDLHILPVAFRGDSFTHTPPLDPQELDILKTVKEITGFLLIQAWPENRTDLHAFENLEIIRGRTKQHGQFSLAVVSLNITSLGLRSLKEISDGDVIISGNKNLCYANTINWKKLFGTSGQKTKIISNRGENSCK.... The small molecule is CCOc1cc2ncc(C#N)c(Nc3ccc(OCc4cccc(F)c4)c(Cl)c3)c2cc1NC(=O)C1CSSC1. (2) The small molecule is COc1cc2ncnc(Nc3ccc(F)c(Cl)c3)c2cc1OCCCN1CCOCC1. The target protein sequence is GEAPNQALLRILKETEFKKIKVLGSGAFGTVYKGLWIPEGEKVKIPVAIKELREATSPKANKEILDEAYVMASVDNPHVCRLLGICLTSTVQLITQLMPFGCLLDYVREHKDNIGSQYLLNWCVQIAKGMNYLEDRRLVHRDLAARNVLVKTPQHVKITDFGRAKLLGAEEKEYHAEGGKVPIKWMALESILHRIYTHQSDVWSYGVTVWELMTFGSKPYDGIPASEISSILEKGERLPQPPICTIDVYMIMVKCWMIDADSRPKFRELIIEFSKMARDPQRYLVIQGDERMHLPSPTDSNFYRALMDEEDMDDVVDADEYLIPQQG. The pKd is 8.6. (3) The small molecule is O=C(O)CSc1nnc(-c2cc3ccccc3s2)n1-c1ccc(Cl)c(Cl)c1. The target protein (P27694) has sequence MVGQLSEGAIAAIMQKGDTNIKPILQVINIRPITTGNSPPRYRLLMSDGLNTLSSFMLATQLNPLVEEEQLSSNCVCQIHRFIVNTLKDGRRVVILMELEVLKSAEAVGVKIGNPVPYNEGLGQPQVAPPAPAASPAASSRPQPQNGSSGMGSTVSKAYGASKTFGKAAGPSLSHTSGGTQSKVVPIASLTPYQSKWTICARVTNKSQIRTWSNSRGEGKLFSLELVDESGEIRATAFNEQVDKFFPLIEVNKVYYFSKGTLKIANKQFTAVKNDYEMTFNNETSVMPCEDDHHLPTVQFDFTGIDDLENKSKDSLVDIIGICKSYEDATKITVRSNNREVAKRNIYLMDTSGKVVTATLWGEDADKFDGSRQPVLAIKGARVSDFGGRSLSVLSSSTIIANPDIPEAYKLRGWFDAEGQALDGVSISDLKSGGVGGSNTNWKTLYEVKSENLGQGDKPDYFSSVATVVYLRKENCMYQACPTQDCNKKVIDQQNGLYRC.... The pKd is 4.2. (4) The small molecule is CSCC[C@H](N)C(=O)N[C@@H](CO)C(=O)NCC(=O)N[C@@H](CCCNC(=N)N)C(=O)NCC(=O)N[C@@H](CCCCN)C(=O)NCC(=O)NCC(=O)N[C@@H](CCCCN)C(=O)NCC(=O)N[C@@H](CC(C)C)C(=O)NCC(=O)N[C@@H](CCCCN)C(=O)NCC(=O)NCC(=O)N[C@@H](C)C(=O)N[C@@H](CCCCN)C(=O)N[C@@H](CCCNC(=N)N)C(=O)N[C@@H](Cc1cnc[nH]1)C(=O)N[C@@H](CCCNC(=N)N)C(=O)N[C@@H](CCCCN)C(=O)N[C@H](C(=O)N[C@@H](CC(C)C)C(=O)N[C@@H](CCCNC(=N)N)C(=O)N[C@@H](CC(=O)O)C(=O)O)C(C)C. The target protein sequence is NPPPPETSNPNKPKRQTNQLQYLLRVVLKTLWKHQFAWAFQQPVDAVKLNLPDYYKIIKTPMDMGTIKKRLENNYYWNAQECIQDFNTMFTNCYIYNKPGDDIVLMAEALEKLFLQKINELPT. The pKd is 5.0. (5) The small molecule is COc1cc2c(Nc3ccc(Br)cc3F)ncnc2cc1OCC1CCN(C)CC1. The target protein (Q9Y5S2) has sequence MSAKVRLKKLEQLLLDGPWRNESALSVETLLDVLVCLYTECSHSALRRDKYVAEFLEWAKPFTQLVKEMQLHREDFEIIKVIGRGAFGEVAVVKMKNTERIYAMKILNKWEMLKRAETACFREERDVLVNGDCQWITALHYAFQDENHLYLVMDYYVGGDLLTLLSKFEDKLPEDMARFYIGEMVLAIDSIHQLHYVHRDIKPDNVLLDVNGHIRLADFGSCLKMNDDGTVQSSVAVGTPDYISPEILQAMEDGMGKYGPECDWWSLGVCMYEMLYGETPFYAESLVETYGKIMNHEERFQFPSHVTDVSEEAKDLIQRLICSRERRLGQNGIEDFKKHAFFEGLNWENIRNLEAPYIPDVSSPSDTSNFDVDDDVLRNTEILPPGSHTGFSGLHLPFIGFTFTTESCFSDRGSLKSIMQSNTLTKDEDVQRDLEHSLQMEAYERRIRRLEQEKLELSRKLQESTQTVQSLHGSSRALSNSNRDKEIKKLNEEIERLKNK.... The pKd is 5.6.